Predict the product of the given reaction. From a dataset of Forward reaction prediction with 1.9M reactions from USPTO patents (1976-2016). (1) The product is: [Br:1][C:2]1[C:3]([C:9]([F:12])([F:11])[F:10])=[CH:4][CH:5]=[CH:6][C:7]=1[O:23][CH2:22][O:19][CH3:18]. Given the reactants [Br:1][C:2]1[C:7](F)=[CH:6][CH:5]=[CH:4][C:3]=1[C:9]([F:12])([F:11])[F:10].CS(C[CH2:18][OH:19])(=O)=O.[H-].[Na+].[CH3:22][O:23]CCl, predict the reaction product. (2) Given the reactants Cl[CH2:2][C:3]1[CH:8]=[CH:7][C:6]([CH2:9][NH:10][C:11](=[O:13])[CH3:12])=[CH:5][CH:4]=1.[CH2:14]([O:16][C:17]1[CH:22]=[C:21]([O:23][CH2:24][CH3:25])[N:20]=[C:19]([N:26]2[CH2:31][CH2:30][NH:29][CH2:28][CH2:27]2)[N:18]=1)[CH3:15].C(=O)([O-])[O-].[K+].[K+].O, predict the reaction product. The product is: [CH2:24]([O:23][C:21]1[CH:22]=[C:17]([O:16][CH2:14][CH3:15])[N:18]=[C:19]([N:26]2[CH2:31][CH2:30][N:29]([CH2:2][C:3]3[CH:8]=[CH:7][C:6]([CH2:9][NH:10][C:11](=[O:13])[CH3:12])=[CH:5][CH:4]=3)[CH2:28][CH2:27]2)[N:20]=1)[CH3:25].